Task: Predict which catalyst facilitates the given reaction.. Dataset: Catalyst prediction with 721,799 reactions and 888 catalyst types from USPTO (1) Product: [CH2:1]([C:3]1[NH:4][CH:5]=[C:6]([CH2:8][NH:10][CH:11]2[CH2:12][CH2:13][N:14]([C:17]([O:19][C:20]([CH3:23])([CH3:22])[CH3:21])=[O:18])[CH2:15][CH2:16]2)[N:7]=1)[CH3:2]. The catalyst class is: 478. Reactant: [CH2:1]([C:3]1[NH:4][CH:5]=[C:6]([CH:8]=O)[N:7]=1)[CH3:2].[NH2:10][CH:11]1[CH2:16][CH2:15][N:14]([C:17]([O:19][C:20]([CH3:23])([CH3:22])[CH3:21])=[O:18])[CH2:13][CH2:12]1.C(O[BH-](OC(=O)C)OC(=O)C)(=O)C.[Na+].C(=O)([O-])O.[Na+]. (2) The catalyst class is: 26. Reactant: [CH:1]([NH:4][CH2:5][C@@H:6]1[C@H:10]2[O:11][C:12]([CH3:15])([CH3:14])[O:13][C@H:9]2[C@H:8]([N:16]2[CH:24]=[N:23][C:22]3[C:17]2=[N:18][CH:19]=[N:20][C:21]=3[NH2:25])[O:7]1)([CH3:3])[CH3:2].O=[CH:27][CH2:28][CH2:29][CH2:30][NH:31][C:32](=[O:41])[O:33][CH2:34][C:35]1[CH:40]=[CH:39][CH:38]=[CH:37][CH:36]=1.[BH-](OC(C)=O)(OC(C)=O)OC(C)=O.[Na+].C([O-])(O)=O.[Na+]. Product: [NH2:25][C:21]1[N:20]=[CH:19][N:18]=[C:17]2[C:22]=1[N:23]=[CH:24][N:16]2[C@H:8]1[C@@H:9]2[O:13][C:12]([CH3:15])([CH3:14])[O:11][C@@H:10]2[C@@H:6]([CH2:5][N:4]([CH:1]([CH3:3])[CH3:2])[CH2:27][CH2:28][CH2:29][CH2:30][NH:31][C:32](=[O:41])[O:33][CH2:34][C:35]2[CH:40]=[CH:39][CH:38]=[CH:37][CH:36]=2)[O:7]1. (3) Reactant: CC(OI1(OC(C)=O)(OC(C)=O)OC(=O)C2C=CC=CC1=2)=O.[OH:23][C@@H:24]1[C@@H:30]([NH:31][C:32]([C@@H:34]([NH:39][C:40]([C:42]2[O:43][C:44]3[CH:50]=[CH:49][CH:48]=[CH:47][C:45]=3[CH:46]=2)=[O:41])[CH2:35][CH:36]([CH3:38])[CH3:37])=[O:33])[CH2:29][CH2:28][C@@H:27]([CH3:51])[N:26]([S:52]([C:55]2[CH:60]=[CH:59][CH:58]=[CH:57][N:56]=2)(=[O:54])=[O:53])[CH2:25]1. Product: [CH3:37][CH:36]([CH3:38])[CH2:35][C@H:34]([NH:39][C:40]([C:42]1[O:43][C:44]2[CH:50]=[CH:49][CH:48]=[CH:47][C:45]=2[CH:46]=1)=[O:41])[C:32](=[O:33])[NH:31][C@H:30]1[CH2:29][CH2:28][C@@H:27]([CH3:51])[N:26]([S:52]([C:55]2[CH:60]=[CH:59][CH:58]=[CH:57][N:56]=2)(=[O:53])=[O:54])[CH2:25][C:24]1=[O:23]. The catalyst class is: 2. (4) Reactant: [NH2:1][C:2]1[CH:10]=[CH:9][C:5]([C:6]([OH:8])=O)=[CH:4][N:3]=1.[CH2:11]([O:18][C:19]1[CH:26]=[CH:25][C:22]([CH2:23][NH2:24])=[CH:21][CH:20]=1)[C:12]1[CH:17]=[CH:16][CH:15]=[CH:14][CH:13]=1.F[P-](F)(F)(F)(F)F.N1([P+](N(C)C)(N(C)C)N(C)C)C2C=CC=CC=2N=N1.C(N(CC)CC)C. Product: [NH2:1][C:2]1[CH:10]=[CH:9][C:5]([C:6]([NH:24][CH2:23][C:22]2[CH:25]=[CH:26][C:19]([O:18][CH2:11][C:12]3[CH:17]=[CH:16][CH:15]=[CH:14][CH:13]=3)=[CH:20][CH:21]=2)=[O:8])=[CH:4][N:3]=1. The catalyst class is: 288. (5) Reactant: C[Si](C)(C)CCOC[N:7]1[C:11]2[CH:12]=[CH:13][CH:14]=[CH:15][C:10]=2[N:9]=[C:8]1[O:16][C:17]1[CH:22]=[CH:21][C:20]([C:23]2[C:24]3[N:34]=[CH:33][CH:32]=[CH:31][C:25]=3[N:26]3[C:30]=2[CH2:29][CH2:28][CH2:27]3)=[CH:19][CH:18]=1.Cl.C([O-])(O)=O.[Na+]. Product: [NH:7]1[C:11]2[CH:12]=[CH:13][CH:14]=[CH:15][C:10]=2[N:9]=[C:8]1[O:16][C:17]1[CH:22]=[CH:21][C:20]([C:23]2[C:24]3[N:34]=[CH:33][CH:32]=[CH:31][C:25]=3[N:26]3[C:30]=2[CH2:29][CH2:28][CH2:27]3)=[CH:19][CH:18]=1. The catalyst class is: 14. (6) Reactant: [CH3:1][O:2][C:3](=[O:20])[CH2:4][CH2:5][CH2:6][CH2:7][CH2:8][CH2:9][C:10]1[CH:19]=[CH:18][C:17]2[C:12](=[N:13][CH:14]=[CH:15][CH:16]=2)[N:11]=1.[H][H]. Product: [CH3:1][O:2][C:3](=[O:20])[CH2:4][CH2:5][CH2:6][CH2:7][CH2:8][CH2:9][C:10]1[CH:19]=[CH:18][C:17]2[CH2:16][CH2:15][CH2:14][NH:13][C:12]=2[N:11]=1. The catalyst class is: 63. (7) Reactant: [CH3:1][N:2]1[CH2:7][CH2:6][N:5]([CH3:8])[C:4](=[O:9])[CH:3]1[C:10]1[CH:15]=[CH:14][C:13]([NH:16][C:17]2[C:18](=[O:44])[N:19]([CH3:43])[CH:20]=[C:21]([C:23]3[C:24]([CH3:42])=[C:25]([NH:29][C:30]([C:32]4[S:36][C:35]5[C:37](=[O:41])[CH2:38][CH2:39][CH2:40][C:34]=5[CH:33]=4)=[O:31])[CH:26]=[CH:27][CH:28]=3)[N:22]=2)=[CH:12][CH:11]=1.[BH4-].[Na+]. Product: [CH3:1][N:2]1[CH2:7][CH2:6][N:5]([CH3:8])[C:4](=[O:9])[CH:3]1[C:10]1[CH:15]=[CH:14][C:13]([NH:16][C:17]2[C:18](=[O:44])[N:19]([CH3:43])[CH:20]=[C:21]([C:23]3[C:24]([CH3:42])=[C:25]([NH:29][C:30]([C:32]4[S:36][C:35]5[CH:37]([OH:41])[CH2:38][CH2:39][CH2:40][C:34]=5[CH:33]=4)=[O:31])[CH:26]=[CH:27][CH:28]=3)[N:22]=2)=[CH:12][CH:11]=1. The catalyst class is: 5. (8) Reactant: Br[C:2]1[C:3]([C:22]2[N:27]=[CH:26][CH:25]=[CH:24][N:23]=2)=[N:4][N:5]([CH2:14][C:15]2[CH:20]=[CH:19][CH:18]=[CH:17][C:16]=2[F:21])[C:6]=1[C:7]1[CH:12]=[CH:11][C:10]([CH3:13])=[CH:9][CH:8]=1.[Cu][C:29]#[N:30].[OH-].[NH4+]. Product: [F:21][C:16]1[CH:17]=[CH:18][CH:19]=[CH:20][C:15]=1[CH2:14][N:5]1[C:6]([C:7]2[CH:12]=[CH:11][C:10]([CH3:13])=[CH:9][CH:8]=2)=[C:2]([C:29]#[N:30])[C:3]([C:22]2[N:27]=[CH:26][CH:25]=[CH:24][N:23]=2)=[N:4]1. The catalyst class is: 288. (9) Reactant: [CH2:1]([O:3][C:4](=[O:21])[CH2:5][CH:6]1[CH2:11][CH2:10][N:9]([C:12]2[CH:17]=[CH:16][C:15]([N+:18]([O-])=O)=[CH:14][N:13]=2)[CH2:8][CH2:7]1)[CH3:2].[H][H]. Product: [CH2:1]([O:3][C:4](=[O:21])[CH2:5][CH:6]1[CH2:11][CH2:10][N:9]([C:12]2[CH:17]=[CH:16][C:15]([NH2:18])=[CH:14][N:13]=2)[CH2:8][CH2:7]1)[CH3:2]. The catalyst class is: 123.